This data is from Reaction yield outcomes from USPTO patents with 853,638 reactions. The task is: Predict the reaction yield, written as a fraction of the theoretical maximum amount of product (1.0 means a 100% yield; for example, 0.34 means a 34% yield). (1) The reactants are [Br:1][C:2]1[C:3]([F:19])=[CH:4][C:5]([N+:16]([O-])=O)=[C:6]([NH:8][C:9]2[CH:14]=[CH:13][N:12]=[C:11]([NH2:15])[N:10]=2)[CH:7]=1.O.O.[Sn](Cl)Cl. The catalyst is C(O)C. The product is [NH2:16][C:5]1[CH:4]=[C:3]([F:19])[C:2]([Br:1])=[CH:7][C:6]=1[NH:8][C:9]1[CH:14]=[CH:13][N:12]=[C:11]([NH2:15])[N:10]=1. The yield is 0.687. (2) The yield is 0.890. The product is [C:1]([O:5][C:6](=[O:31])[CH2:7][O:8][C:9]1[C:14]2[CH2:15][CH2:16][CH2:17][CH2:18][CH:19]([NH:20][S:21]([C:24]3[CH:29]=[CH:28][C:27]([C:39]4[CH:38]=[CH:37][CH:36]=[C:35]([CH2:34][CH2:33][OH:32])[CH:40]=4)=[CH:26][N:25]=3)(=[O:23])=[O:22])[C:13]=2[CH:12]=[CH:11][CH:10]=1)([CH3:4])([CH3:3])[CH3:2]. The reactants are [C:1]([O:5][C:6](=[O:31])[CH2:7][O:8][C:9]1[C:14]2[CH2:15][CH2:16][CH2:17][CH2:18][CH:19]([NH:20][S:21]([C:24]3[CH:29]=[CH:28][C:27](Br)=[CH:26][N:25]=3)(=[O:23])=[O:22])[C:13]=2[CH:12]=[CH:11][CH:10]=1)([CH3:4])([CH3:3])[CH3:2].[OH:32][CH2:33][CH2:34][C:35]1[CH:36]=[C:37](B(O)O)[CH:38]=[CH:39][CH:40]=1.C([O-])([O-])=O.[K+].[K+]. The catalyst is C1C=CC([P]([Pd]([P](C2C=CC=CC=2)(C2C=CC=CC=2)C2C=CC=CC=2)([P](C2C=CC=CC=2)(C2C=CC=CC=2)C2C=CC=CC=2)[P](C2C=CC=CC=2)(C2C=CC=CC=2)C2C=CC=CC=2)(C2C=CC=CC=2)C2C=CC=CC=2)=CC=1. (3) The reactants are [NH2:1][C:2]1[CH:3]=[C:4]2[C:9](=[C:10]([C:12]([F:15])([F:14])[F:13])[CH:11]=1)[N:8]=[CH:7][C:6]([C:16]#[N:17])=[C:5]2[NH:18][C:19]1[CH:24]=[CH:23][C:22]([F:25])=[C:21]([Cl:26])[CH:20]=1.[N:27]1[CH:32]=[C:31]([CH:33]=O)[CH:30]=[N:29][CH:28]=1.[BH3-]C#N.[Na+]. The catalyst is CCO. The product is [Cl:26][C:21]1[CH:20]=[C:19]([NH:18][C:5]2[C:4]3[C:9](=[C:10]([C:12]([F:13])([F:14])[F:15])[CH:11]=[C:2]([NH:1][CH2:33][C:31]4[CH:32]=[N:27][CH:28]=[N:29][CH:30]=4)[CH:3]=3)[N:8]=[CH:7][C:6]=2[C:16]#[N:17])[CH:24]=[CH:23][C:22]=1[F:25]. The yield is 0.550. (4) The reactants are Br[C:2]1[CH:7]=[CH:6][C:5]2[C:8]3([CH2:23][O:24][C:4]=2[CH:3]=1)[C:16]1[C:11](=[CH:12][CH:13]=[CH:14][CH:15]=1)[N:10]([CH2:17][CH2:18][CH2:19][CH2:20][CH3:21])[C:9]3=[O:22].[CH3:25][S:26]([O-:28])=[O:27].[Na+].N1CCC[C@H]1C(O)=O. The catalyst is CS(C)=O.O.[Cu](I)I. The product is [CH3:25][S:26]([C:2]1[CH:7]=[CH:6][C:5]2[C:8]3([CH2:23][O:24][C:4]=2[CH:3]=1)[C:16]1[C:11](=[CH:12][CH:13]=[CH:14][CH:15]=1)[N:10]([CH2:17][CH2:18][CH2:19][CH2:20][CH3:21])[C:9]3=[O:22])(=[O:28])=[O:27]. The yield is 0.460. (5) The reactants are [CH3:1][C:2]1[CH:3]=[C:4]([CH:8]([C:10]2[CH:15]=[CH:14][CH:13]=[C:12]([CH3:16])[N:11]=2)[OH:9])[O:5][C:6]=1[CH3:7]. The catalyst is C(Cl)(Cl)Cl.[O-2].[O-2].[Mn+4]. The product is [CH3:1][C:2]1[CH:3]=[C:4]([C:8]([C:10]2[CH:15]=[CH:14][CH:13]=[C:12]([CH3:16])[N:11]=2)=[O:9])[O:5][C:6]=1[CH3:7]. The yield is 0.580. (6) The reactants are [C:1]([O:5][C:6](=[O:24])[N:7]([CH2:15][CH2:16][CH2:17][CH:18]1[CH2:23][CH2:22][CH:21]=[CH:20][CH2:19]1)[C:8]([O:10][C:11]([CH3:14])([CH3:13])[CH3:12])=[O:9])([CH3:4])([CH3:3])[CH3:2].ClC1C=CC=C(C(OO)=[O:33])C=1. No catalyst specified. The product is [C:11]([O:10][C:8](=[O:9])[N:7]([CH2:15][CH2:16][CH2:17][CH:18]1[CH2:23][CH2:22][CH:21]2[CH:20]([O:33]2)[CH2:19]1)[C:6]([O:5][C:1]([CH3:2])([CH3:3])[CH3:4])=[O:24])([CH3:14])([CH3:13])[CH3:12]. The yield is 0.900. (7) The reactants are [CH2:1]([NH:4][C:5]1[C:6]2[N:15]=[C:14](Cl)[N:13]=[C:12]([NH:17][CH2:18][CH:19]=[CH2:20])[C:7]=2[N:8]=[C:9]([Cl:11])[N:10]=1)[CH:2]=[CH2:3].[CH2:21]([NH2:24])[CH:22]=[CH2:23].C([O-])(O)=O.[Na+]. The catalyst is C(O)CCC. The product is [Cl:11][C:9]1[N:10]=[C:5]([NH:4][CH2:1][CH:2]=[CH2:3])[C:6]2[N:15]=[C:14]([NH:24][CH2:21][CH:22]=[CH2:23])[N:13]=[C:12]([NH:17][CH2:18][CH:19]=[CH2:20])[C:7]=2[N:8]=1. The yield is 0.690.